This data is from Full USPTO retrosynthesis dataset with 1.9M reactions from patents (1976-2016). The task is: Predict the reactants needed to synthesize the given product. (1) The reactants are: Br[C:2]1[C:3]([O:17][CH3:18])=[C:4]([C:13]([O:15][CH3:16])=[O:14])[C:5]2[N:6]=[CH:7][C:8](=[O:12])[NH:9][C:10]=2[CH:11]=1.[F:19][C:20]1[CH:21]=[C:22](B(O)O)[CH:23]=[CH:24][CH:25]=1.C(=O)([O-])[O-].[K+].[K+]. Given the product [F:19][C:20]1[CH:25]=[C:24]([C:2]2[C:3]([O:17][CH3:18])=[C:4]([C:13]([O:15][CH3:16])=[O:14])[C:5]3[N:6]=[CH:7][C:8](=[O:12])[NH:9][C:10]=3[CH:11]=2)[CH:23]=[CH:22][CH:21]=1, predict the reactants needed to synthesize it. (2) Given the product [F:16][C:14]1[CH:13]=[C:12]([C:17]2([O:19][Si:20]([CH3:22])([CH3:21])[CH3:23])[CH2:1][CH2:18]2)[CH:11]=[C:10]([F:9])[CH:15]=1, predict the reactants needed to synthesize it. The reactants are: [CH2:1]([Zn]CC)C.ICI.[F:9][C:10]1[CH:11]=[C:12]([C:17]([O:19][Si:20]([CH3:23])([CH3:22])[CH3:21])=[CH2:18])[CH:13]=[C:14]([F:16])[CH:15]=1. (3) Given the product [F:18][C:15]1[CH:16]=[CH:17][C:4]2=[C:5]([CH:14]=1)[O:6][CH2:7][C:8]1[CH:13]=[CH:12][CH:11]=[CH:10][C:9]=1/[C:3]/2=[CH:2]\[B:19]1[O:23][C:22]([CH3:25])([CH3:24])[C:21]([CH3:27])([CH3:26])[O:20]1, predict the reactants needed to synthesize it. The reactants are: Br/[CH:2]=[C:3]1/[C:4]2[CH:17]=[CH:16][C:15]([F:18])=[CH:14][C:5]=2[O:6][CH2:7][C:8]2[CH:13]=[CH:12][CH:11]=[CH:10][C:9]/1=2.[B:19]1([B:19]2[O:23][C:22]([CH3:25])([CH3:24])[C:21]([CH3:27])([CH3:26])[O:20]2)[O:23][C:22]([CH3:25])([CH3:24])[C:21]([CH3:27])([CH3:26])[O:20]1.C([O-])(=O)C.[K+]. (4) Given the product [CH3:6]/[C:5](/[O-:7])=[CH:4]/[C:1]([CH3:2])=[O:3].[CH3:10]/[C:11](/[O-:16])=[CH:12]/[C:13]([CH3:15])=[O:14].[CH3:6]/[C:5](/[O-:7])=[CH:4]/[C:1]([CH3:2])=[O:3].[Gd+3:18], predict the reactants needed to synthesize it. The reactants are: [C:1]([CH2:4][C:5](=[O:7])[CH3:6])(=[O:3])[CH3:2].[OH-].[NH4+].[CH3:10]/[C:11](/[O-:16])=[CH:12]/[C:13]([CH3:15])=[O:14].[Cl-].[Gd+3:18].[Cl-].[Cl-]. (5) Given the product [C:14]([NH:1][C:2]1[CH:13]=[C:6]2[C:7]([O:9][C:10](=[O:12])[NH:11][C:5]2=[CH:4][CH:3]=1)=[O:8])(=[O:16])[CH3:15], predict the reactants needed to synthesize it. The reactants are: [NH2:1][C:2]1[CH:13]=[C:6]2[C:7]([O:9][C:10](=[O:12])[NH:11][C:5]2=[CH:4][CH:3]=1)=[O:8].[C:14](OC(=O)C)(=[O:16])[CH3:15]. (6) The reactants are: [CH3:1][C:2]1[CH:7]=[CH:6][C:5]([S:8](Cl)(=[O:10])=[O:9])=[CH:4][C:3]=1[C:12]([F:15])([F:14])[F:13].[NH2:16][C:17]1[C:18]([C:24]#[N:25])=[N:19][CH:20]=[C:21]([CH3:23])[CH:22]=1. Given the product [C:24]([C:18]1[C:17]([NH:16][S:8]([C:5]2[CH:6]=[CH:7][C:2]([CH3:1])=[C:3]([C:12]([F:15])([F:14])[F:13])[CH:4]=2)(=[O:10])=[O:9])=[CH:22][C:21]([CH3:23])=[CH:20][N:19]=1)#[N:25], predict the reactants needed to synthesize it. (7) Given the product [NH2:12][C:11]1[C:2]([Br:1])=[C:3]([CH:8]=[C:9]([Cl:15])[CH:10]=1)[C:4]([O:6][CH3:7])=[O:5], predict the reactants needed to synthesize it. The reactants are: [Br:1][C:2]1[C:11]([N+:12]([O-])=O)=[CH:10][C:9]([Cl:15])=[CH:8][C:3]=1[C:4]([O:6][CH3:7])=[O:5].[Cl-].[NH4+].O. (8) Given the product [CH3:12][C:10]1[NH:9][C:5]2=[N:6][C:7]([C:16]3[CH:21]=[CH:20][C:19]([CH3:22])=[CH:18][CH:17]=3)=[C:2]([C:16]3[CH:17]=[CH:18][C:19]([CH3:22])=[CH:20][CH:21]=3)[N:3]=[C:4]2[CH:11]=1, predict the reactants needed to synthesize it. The reactants are: Br[C:2]1[N:3]=[C:4]2[CH:11]=[C:10]([CH3:12])[NH:9][C:5]2=[N:6][C:7]=1Cl.N#N.B(O)(O)[C:16]1[CH:17]=[CH:18][C:19]([CH3:22])=[CH:20][CH:21]=1.C([O-])([O-])=O.[K+].[K+]. (9) Given the product [NH2:25][C:22]1[CH:23]=[CH:24][C:19]([O:18][C:14]2[CH:13]=[C:12]([NH:11][C:9](=[O:10])[C:8]3[CH:28]=[CH:29][CH:30]=[C:6]([C:3]([C:1]#[N:2])([CH3:5])[CH3:4])[CH:7]=3)[CH:17]=[CH:16][CH:15]=2)=[CH:20][CH:21]=1, predict the reactants needed to synthesize it. The reactants are: [C:1]([C:3]([C:6]1[CH:7]=[C:8]([CH:28]=[CH:29][CH:30]=1)[C:9]([NH:11][C:12]1[CH:17]=[CH:16][CH:15]=[C:14]([O:18][C:19]2[CH:24]=[CH:23][C:22]([N+:25]([O-])=O)=[CH:21][CH:20]=2)[CH:13]=1)=[O:10])([CH3:5])[CH3:4])#[N:2]. (10) Given the product [CH3:15][O:14][N:13]=[C:11]1[CH2:10][CH:9]([C:16]([N:35]2[CH2:40][CH2:39][CH:38]([OH:41])[CH2:37][CH2:36]2)=[O:18])[N:8]([S:25]([C:22]2[CH:23]=[CH:24][C:19]([C:29]3[CH:34]=[CH:33][CH:32]=[CH:31][CH:30]=3)=[CH:20][CH:21]=2)(=[O:27])=[O:26])[CH2:12]1, predict the reactants needed to synthesize it. The reactants are: C(OC([N:8]1[CH2:12][C:11](=[N:13][O:14][CH3:15])[CH2:10][C@H:9]1[C:16]([OH:18])=O)=O)(C)(C)C.[C:19]1([C:29]2[CH:34]=[CH:33][CH:32]=[CH:31][CH:30]=2)[CH:24]=[CH:23][C:22]([S:25](Cl)(=[O:27])=[O:26])=[CH:21][CH:20]=1.[NH:35]1[CH2:40][CH2:39][CH:38]([OH:41])[CH2:37][CH2:36]1.